This data is from Forward reaction prediction with 1.9M reactions from USPTO patents (1976-2016). The task is: Predict the product of the given reaction. (1) Given the reactants [O:1]1[C:5]2[CH:6]=[CH:7][CH:8]=[CH:9][C:4]=2[CH:3]=[C:2]1[C:10]([OH:12])=O.CCN=C=NCCCN(C)C.Cl.C1C=CC2[N:33]([OH:34])N=NC=2C=1.O.Cl.[NH2:37][CH2:38][CH2:39][O:40][C:41]1[CH:50]=[CH:49][C:44]([C:45](OC)=[O:46])=[CH:43][CH:42]=1.C(N(CC)CC)C, predict the reaction product. The product is: [OH:34][NH:33][C:45](=[O:46])[C:44]1[CH:49]=[CH:50][C:41]([O:40][CH2:39][CH2:38][NH:37][C:10]([C:2]2[O:1][C:5]3[CH:6]=[CH:7][CH:8]=[CH:9][C:4]=3[CH:3]=2)=[O:12])=[CH:42][CH:43]=1. (2) Given the reactants [CH2:1]([O:3][C:4]([C:6]1[S:7][C:8]2[CH:16]=[CH:15][C:14]([Br:17])=[CH:13][C:9]=2[NH:10][C:11]=1O)=[O:5])[CH3:2], predict the reaction product. The product is: [CH2:1]([O:3][C:4](=[O:5])[CH2:6][C:11]1[S:7][C:8]2[CH:16]=[CH:15][C:14]([Br:17])=[CH:13][C:9]=2[N:10]=1)[CH3:2].